Regression/Classification. Given a drug SMILES string, predict its absorption, distribution, metabolism, or excretion properties. Task type varies by dataset: regression for continuous measurements (e.g., permeability, clearance, half-life) or binary classification for categorical outcomes (e.g., BBB penetration, CYP inhibition). Dataset: cyp2c9_veith. From a dataset of CYP2C9 inhibition data for predicting drug metabolism from PubChem BioAssay. (1) The drug is C[C@H]1C[C@@H](C)C(=O)[C@@H]([C@H](O)CC2CC(=O)NC(=O)C2)C1. The result is 0 (non-inhibitor). (2) The drug is COc1ccc(COC(=O)N/N=C2/C[C@@H](O)[C@@H](O)[C@@H]3[C@@H]4C(=O)N([C@@H](C)c5ccccc5)C(=O)[C@H]4CC[C@@H]23)cc1. The result is 0 (non-inhibitor). (3) The drug is O=C1[C@H]2CC[C@H]3/C(=N\OC[C@@H](O)COCc4ccco4)C[C@@H](O)[C@@H](O)[C@@H]3[C@@H]2C(=O)N1C[C@@H]1CCCO1. The result is 0 (non-inhibitor). (4) The compound is Cc1ccccc1-c1cncnc1NCc1cccnc1. The result is 0 (non-inhibitor).